Dataset: Forward reaction prediction with 1.9M reactions from USPTO patents (1976-2016). Task: Predict the product of the given reaction. (1) Given the reactants [Cl:1][C:2]1[CH:7]=[CH:6][C:5]([C:8](=O)[C:9]([C:14]2[C:19]([F:20])=[CH:18][CH:17]=[CH:16][C:15]=2[F:21])=[CH:10][N:11](C)C)=[CH:4][CH:3]=1.Cl.[NH2:24]N, predict the reaction product. The product is: [Cl:1][C:2]1[CH:7]=[CH:6][C:5]([C:8]2[C:9]([C:14]3[C:19]([F:20])=[CH:18][CH:17]=[CH:16][C:15]=3[F:21])=[CH:10][NH:11][N:24]=2)=[CH:4][CH:3]=1. (2) Given the reactants Br[C:2]1[CH:7]=[CH:6][C:5]([OH:8])=[C:4]([CH3:9])[CH:3]=1.[CH:10]12[CH2:16][CH:13]([CH:14]=[CH:15]1)[CH2:12][CH:11]2[CH:17]([C:26]1[CH:31]=[CH:30][C:29]([OH:32])=[C:28]([CH3:33])[CH:27]=1)[C:18]1[CH:23]=[CH:22][C:21]([OH:24])=[C:20]([CH3:25])[CH:19]=1.C(N(CC)CC)C.C(O)=O, predict the reaction product. The product is: [OH:8][C:5]1[CH:6]=[CH:7][C:2]([CH:14]2[CH2:15][CH:10]3[CH2:16][CH:13]2[CH2:12][CH:11]3[CH:17]([C:18]2[CH:23]=[CH:22][C:21]([OH:24])=[C:20]([CH3:25])[CH:19]=2)[C:26]2[CH:31]=[CH:30][C:29]([OH:32])=[C:28]([CH3:33])[CH:27]=2)=[CH:3][C:4]=1[CH3:9].